From a dataset of Experimentally validated miRNA-target interactions with 360,000+ pairs, plus equal number of negative samples. Binary Classification. Given a miRNA mature sequence and a target amino acid sequence, predict their likelihood of interaction. The miRNA is hsa-miR-944 with sequence AAAUUAUUGUACAUCGGAUGAG. The protein sequence of the target gene is MPKFKVTRGASNREKHAPLAEQILAGNAVRAGTREKRRGREVEEEEEYVGPRLSRRILQQARQQQEELETDHGAGDRSAPPRERATRLGPGLPQDGSDEEDEEWPTLEKAAKMAGVDHQAEVIVDPEDERAIEMFMNKNPPVRRTLADIIMEKLTEKQTEVETVMSEVSGFPMPQLDPRVLEVYRGVREVLCKYRSGKLPKAFKVIPALSNWEQILYVTEPEAWTAAAMYQATRIFASNLKERMAQRFYNLVLLPRVRDDIAEYKRLNFHLYMALKKALFKPGAWFKGILIPLCESGTCT.... Result: 0 (no interaction).